This data is from Catalyst prediction with 721,799 reactions and 888 catalyst types from USPTO. The task is: Predict which catalyst facilitates the given reaction. The catalyst class is: 4. Reactant: [Cl:1][C:2]1[CH:7]=[CH:6][C:5]([CH:8]([C:20]2[CH:25]=[CH:24][C:23]([O:26]C(C)C)=[C:22]([F:30])[CH:21]=2)[CH2:9][C:10]([C:12]2[CH:13]=[CH:14][C:15](=[O:19])[N:16]([CH3:18])[CH:17]=2)=[O:11])=[C:4]([CH3:31])[CH:3]=1.B(Cl)(Cl)Cl.O. Product: [Cl:1][C:2]1[CH:7]=[CH:6][C:5]([CH:8]([C:20]2[CH:25]=[CH:24][C:23]([OH:26])=[C:22]([F:30])[CH:21]=2)[CH2:9][C:10]([C:12]2[CH:13]=[CH:14][C:15](=[O:19])[N:16]([CH3:18])[CH:17]=2)=[O:11])=[C:4]([CH3:31])[CH:3]=1.